From a dataset of Experimentally validated miRNA-target interactions with 360,000+ pairs, plus equal number of negative samples. Binary Classification. Given a miRNA mature sequence and a target amino acid sequence, predict their likelihood of interaction. The miRNA is hsa-miR-5589-3p with sequence UGCACAUGGCAACCUAGCUCCCA. The protein sequence of the target gene is MAGYEYVSPEQLAGFDKYKYSAVDTNPLSLYVMHPFWNTIVKVFPTWLAPNLITFSGFLLVVFNFLLMAYFDPDFYASAPGHKHVPDWVWIVVGILNFVAYTLDGVDGKQARRTNSSTPLGELFDHGLDSWSCVYFVVTVYSIFGRGSTGVSVFVLYLLLWVVLFSFILSHWEKYNTGILFLPWGYDISQVTISFVYIVTAVVGVEAWYEPFLFNFLYRDLFTAMIIGCALCVTLPMSLLNFFRSYKNNTLKLNSVYEAMVPLFSPCLLFILSTAWILWSPSDILELHPRVFYFMVGTAF.... Result: 1 (interaction).